The task is: Predict the reactants needed to synthesize the given product.. This data is from Retrosynthesis with 50K atom-mapped reactions and 10 reaction types from USPTO. (1) Given the product N#Cc1ccc2c(c1)C[C@H](NS(=O)(=O)c1ccccc1)C(=O)N2Cc1ccccc1, predict the reactants needed to synthesize it. The reactants are: O=C1[C@@H](NS(=O)(=O)c2ccccc2)Cc2cc(Br)ccc2N1Cc1ccccc1.[C-]#N. (2) Given the product CC1CN([C@@H](c2cc(F)c(F)c(F)c2)[C@H](CO[SiH](c2ccccc2)c2ccccc2)C(C)(C)C)C(=O)[C@@H](O)O1, predict the reactants needed to synthesize it. The reactants are: C[C@H]1CN([C@@H](c2cc(F)c(F)c(F)c2)[C@H](CO[SiH](c2ccccc2)c2ccccc2)C(C)(C)C)C(=O)C(=O)O1. (3) The reactants are: Cc1cc2ncn(CC(=O)O)c2cc1C.Cn1nc(NS(C)(=O)=O)c2c(Cl)ccc(-c3ccc(C#CC(C)(C)O)nc3[C@@H](N)Cc3cc(F)cc(F)c3)c21. Given the product Cc1cc2ncn(CC(=O)N[C@@H](Cc3cc(F)cc(F)c3)c3nc(C#CC(C)(C)O)ccc3-c3ccc(Cl)c4c(NS(C)(=O)=O)nn(C)c34)c2cc1C, predict the reactants needed to synthesize it.